From a dataset of Catalyst prediction with 721,799 reactions and 888 catalyst types from USPTO. Predict which catalyst facilitates the given reaction. (1) Reactant: C(OC([N:8]1[CH2:13][CH2:12][C@@H:11]([NH:14][C:15]([NH:17][C:18]2[CH:23]=[CH:22][CH:21]=[C:20]([C:24]3[N:28]([CH3:29])[N:27]=[N:26][N:25]=3)[CH:19]=2)=[O:16])[C@H:10]([CH2:30][N:31]2[CH2:36][CH2:35][CH2:34][C@@H:33]([CH2:37][C:38]3[CH:43]=[CH:42][C:41]([F:44])=[CH:40][CH:39]=3)[CH2:32]2)[CH2:9]1)=O)(C)(C)C.FC(F)(F)C(O)=O. Product: [F:44][C:41]1[CH:42]=[CH:43][C:38]([CH2:37][C@@H:33]2[CH2:34][CH2:35][CH2:36][N:31]([CH2:30][C@H:10]3[C@H:11]([NH:14][C:15]([NH:17][C:18]4[CH:23]=[CH:22][CH:21]=[C:20]([C:24]5[N:28]([CH3:29])[N:27]=[N:26][N:25]=5)[CH:19]=4)=[O:16])[CH2:12][CH2:13][NH:8][CH2:9]3)[CH2:32]2)=[CH:39][CH:40]=1. The catalyst class is: 4. (2) Reactant: Cl.[Cl:2][C:3]1[CH:8]=[CH:7][C:6]([NH:9][NH2:10])=[CH:5][CH:4]=1.[CH3:11][C:12]([O:15][C:16](O[C:16]([O:15][C:12]([CH3:14])([CH3:13])[CH3:11])=[O:17])=[O:17])([CH3:14])[CH3:13].C([O-])([O-])=O.[Na+].[Na+].C(#N)C. Product: [Cl:2][C:3]1[CH:8]=[CH:7][C:6]([NH:9][NH:10][C:16]([O:15][C:12]([CH3:14])([CH3:13])[CH3:11])=[O:17])=[CH:5][CH:4]=1. The catalyst class is: 6.